From a dataset of Reaction yield outcomes from USPTO patents with 853,638 reactions. Predict the reaction yield, written as a fraction of the theoretical maximum amount of product (1.0 means a 100% yield; for example, 0.34 means a 34% yield). (1) The reactants are [O:1]1[CH2:5][CH2:4][NH:3][C:2]1=[O:6].C(N(CC)CC)C.[S:14](Cl)([Cl:17])(=[O:16])=[O:15]. The yield is 0.620. The product is [O:6]=[C:2]1[N:3]([S:14]([Cl:17])(=[O:16])=[O:15])[CH2:4][CH2:5][O:1]1. The catalyst is CN(C1C=CN=CC=1)C.ClCCl. (2) The catalyst is C1COCC1.C(OCC)(=O)C. The product is [Si:8]([O:7][CH2:6][C:5]1[CH:15]=[CH:16][C:2]([CH:34]([C:33]2[CH:36]=[CH:37][CH:38]=[C:31]([CH2:30][N:29]3[C:22]4=[N:23][C:24]([CH3:28])=[CH:25][C:26]([CH3:27])=[C:21]4[N:20]=[C:19]3[CH2:17][CH3:18])[CH:32]=2)[OH:35])=[CH:3][CH:4]=1)([C:11]([CH3:14])([CH3:13])[CH3:12])([CH3:10])[CH3:9]. The reactants are Br[C:2]1[CH:16]=[CH:15][C:5]([CH2:6][O:7][Si:8]([C:11]([CH3:14])([CH3:13])[CH3:12])([CH3:10])[CH3:9])=[CH:4][CH:3]=1.[CH2:17]([C:19]1[N:29]([CH2:30][C:31]2[CH:32]=[C:33]([CH:36]=[CH:37][CH:38]=2)[CH:34]=[O:35])[C:22]2=[N:23][C:24]([CH3:28])=[CH:25][C:26]([CH3:27])=[C:21]2[N:20]=1)[CH3:18].[Cl-].[NH4+]. The yield is 0.660.